This data is from Catalyst prediction with 721,799 reactions and 888 catalyst types from USPTO. The task is: Predict which catalyst facilitates the given reaction. (1) Reactant: [CH3:1][C:2]1[C:11](B2OC(C)(C)C(C)(C)O2)=[CH:10][CH:9]=[CH:8][C:3]=1[C:4]([O:6][CH3:7])=[O:5].Br[C:22]1[C:27]([CH3:28])=[CH:26][C:25]([OH:29])=[CH:24][C:23]=1[CH3:30].C1(P(C2CCCCC2)C2C=CC=CC=2C2C(OC)=CC=CC=2OC)CCCCC1.P([O-])([O-])([O-])=O.[K+].[K+].[K+]. Product: [OH:29][C:25]1[CH:26]=[C:27]([CH3:28])[C:22]([C:11]2[CH:10]=[CH:9][CH:8]=[C:3]([C:4]([O:6][CH3:7])=[O:5])[C:2]=2[CH3:1])=[C:23]([CH3:30])[CH:24]=1. The catalyst class is: 706. (2) Reactant: [O:1]=[C:2]1[CH2:10][C:9]2[C:8]([C:11]#[N:12])=[CH:7][CH:6]=[CH:5][C:4]=2[NH:3]1.C[Si]([N-][Si](C)(C)C)(C)C.[Na+].Cl.[CH2:24]([N:31]([CH2:35][CH2:36]Cl)[CH2:32][CH2:33]Cl)[C:25]1[CH:30]=[CH:29][CH:28]=[CH:27][CH:26]=1. Product: [CH2:24]([N:31]1[CH2:35][CH2:36][C:10]2([C:9]3[C:8]([C:11]#[N:12])=[CH:7][CH:6]=[CH:5][C:4]=3[NH:3][C:2]2=[O:1])[CH2:33][CH2:32]1)[C:25]1[CH:30]=[CH:29][CH:28]=[CH:27][CH:26]=1. The catalyst class is: 1.